The task is: Regression. Given a peptide amino acid sequence and an MHC pseudo amino acid sequence, predict their binding affinity value. This is MHC class II binding data.. This data is from Peptide-MHC class II binding affinity with 134,281 pairs from IEDB. (1) The peptide sequence is TPQLTANAGVLT. The MHC is DRB3_0301 with pseudo-sequence DRB3_0301. The binding affinity (normalized) is 0. (2) The peptide sequence is PELVPEDPEDSA. The MHC is DRB3_0101 with pseudo-sequence DRB3_0101. The binding affinity (normalized) is 0. (3) The peptide sequence is IFYDVFFAVANGNEL. The MHC is HLA-DQA10301-DQB10302 with pseudo-sequence HLA-DQA10301-DQB10302. The binding affinity (normalized) is 0.467. (4) The peptide sequence is IALVAVSLIAVIKGI. The MHC is DRB1_0101 with pseudo-sequence DRB1_0101. The binding affinity (normalized) is 0.649. (5) The peptide sequence is EHREVLWKFDSQLAHRH. The MHC is DRB1_0405 with pseudo-sequence DRB1_0405. The binding affinity (normalized) is 0.400. (6) The peptide sequence is GCLQIVDKIDAAFKI. The MHC is DRB4_0101 with pseudo-sequence DRB4_0103. The binding affinity (normalized) is 0.398. (7) The MHC is HLA-DQA10401-DQB10402 with pseudo-sequence HLA-DQA10401-DQB10402. The peptide sequence is ALHIIAGTPEVHAVK. The binding affinity (normalized) is 0.231. (8) The peptide sequence is QQYTAALSPILFECL. The MHC is DRB4_0101 with pseudo-sequence DRB4_0103. The binding affinity (normalized) is 0.764. (9) The peptide sequence is YTKKEAFNVENGNAT. The MHC is DRB1_1302 with pseudo-sequence DRB1_1302. The binding affinity (normalized) is 0.317.